Dataset: Peptide-MHC class II binding affinity with 134,281 pairs from IEDB. Task: Regression. Given a peptide amino acid sequence and an MHC pseudo amino acid sequence, predict their binding affinity value. This is MHC class II binding data. (1) The peptide sequence is LNYMSPHHKKLAQAV. The MHC is HLA-DQA10201-DQB10303 with pseudo-sequence HLA-DQA10201-DQB10303. The binding affinity (normalized) is 0.262. (2) The peptide sequence is RNEVVNDVSTYASGK. The MHC is DRB1_1302 with pseudo-sequence DRB1_1302. The binding affinity (normalized) is 0.544. (3) The peptide sequence is VELFQTILGEGEDAD. The MHC is DRB1_0101 with pseudo-sequence DRB1_0101. The binding affinity (normalized) is 0.195. (4) The peptide sequence is AGLKTNDRKWCFEGP. The MHC is HLA-DQA10102-DQB10501 with pseudo-sequence HLA-DQA10102-DQB10501. The binding affinity (normalized) is 0.246. (5) The MHC is HLA-DQA10501-DQB10402 with pseudo-sequence HLA-DQA10501-DQB10402. The binding affinity (normalized) is 0.310. The peptide sequence is LSFMDKGIPFMKMNI. (6) The peptide sequence is WVKVVEEKGFNPEVIPMF. The MHC is HLA-DQA10301-DQB10302 with pseudo-sequence HLA-DQA10301-DQB10302. The binding affinity (normalized) is 0.554. (7) The peptide sequence is RNEVVNDVSTYASGK. The MHC is DRB3_0202 with pseudo-sequence DRB3_0202. The binding affinity (normalized) is 0.368.